This data is from Reaction yield outcomes from USPTO patents with 853,638 reactions. The task is: Predict the reaction yield, written as a fraction of the theoretical maximum amount of product (1.0 means a 100% yield; for example, 0.34 means a 34% yield). (1) The reactants are B(C1C=CC(CCCC(O)=O)=CC=1)(O)O.[C:16]([S:20]([C:23]1[CH:28]=[CH:27][C:26]([NH:29][C:30](=[O:48])[CH2:31][CH2:32][CH2:33][C:34]2[CH:39]=[CH:38][C:37]([B:40]3[O:45]CC(C)(C)C[O:41]3)=[CH:36][CH:35]=2)=[CH:25][C:24]=1[C:49]#[N:50])(=[O:22])=[O:21])([CH3:19])([CH3:18])[CH3:17].[OH-].[Na+]. The product is [C:16]([S:20]([C:23]1[CH:28]=[CH:27][C:26]([NH:29][C:30](=[O:48])[CH2:31][CH2:32][CH2:33][C:34]2[CH:35]=[CH:36][C:37]([B:40]([OH:41])[OH:45])=[CH:38][CH:39]=2)=[CH:25][C:24]=1[C:49]#[N:50])(=[O:22])=[O:21])([CH3:19])([CH3:17])[CH3:18]. The yield is 0.710. No catalyst specified. (2) The reactants are [NH2:1][C:2]1[C:7]([C:8]2[O:12][N:11]=[C:10]([CH2:13][C:14]3[CH:19]=[CH:18][C:17]([OH:20])=[CH:16][CH:15]=3)[CH:9]=2)=[CH:6][C:5]([F:21])=[CH:4][N:3]=1.O1CCCC1.[OH-].[Na+].Cl[CH2:30][C:31]1[CH:36]=[CH:35][C:34]([F:37])=[CH:33][N:32]=1. The catalyst is CN(C)C=O. The product is [F:21][C:5]1[CH:6]=[C:7]([C:8]2[O:12][N:11]=[C:10]([CH2:13][C:14]3[CH:19]=[CH:18][C:17]([O:20][CH2:30][C:31]4[CH:36]=[CH:35][C:34]([F:37])=[CH:33][N:32]=4)=[CH:16][CH:15]=3)[CH:9]=2)[C:2]([NH2:1])=[N:3][CH:4]=1. The yield is 0.890. (3) The reactants are [C:1]1([CH2:7][C:8](Cl)=[O:9])[CH:6]=[CH:5][CH:4]=[CH:3][CH:2]=1.[S-:11][C:12]#[N:13].[K+].C(=O)([O-])O.[Na+].[NH2:20][C:21]1[CH:46]=[CH:45][C:24]([O:25][C:26]2[N:31]=[CH:30][N:29]=[C:28]([NH:32][C:33](=[O:44])[N:34]([CH2:36][CH2:37][CH2:38][N:39]([CH2:42]C)[CH2:40]C)[CH3:35])[CH:27]=2)=[C:23]([F:47])[CH:22]=1. The catalyst is C(#N)C.C1(C)C=CC=CC=1.C(O)C.C(OCC)(=O)C. The product is [CH3:40][N:39]([CH3:42])[CH2:38][CH2:37][CH2:36][N:34]([CH3:35])[C:33]([NH:32][C:28]1[CH:27]=[C:26]([O:25][C:24]2[CH:45]=[CH:46][C:21]([NH:20][C:12]([NH:13][C:8](=[O:9])[CH2:7][C:1]3[CH:6]=[CH:5][CH:4]=[CH:3][CH:2]=3)=[S:11])=[CH:22][C:23]=2[F:47])[N:31]=[CH:30][N:29]=1)=[O:44]. The yield is 0.125. (4) The reactants are [C:1]([C:4]1[CH:9]=[CH:8][CH:7]=[C:6]([CH3:10])[C:5]=1[S:11][C:12]1[CH:20]=[CH:19][CH:18]=[CH:17][C:13]=1[C:14](O)=[O:15])(O)=[O:2].S(C1C=CC=CC=1C(OC)=O)C1C=CC=CC=1C(OC)=O. The yield is 0.880. The product is [OH:2][CH2:1][C:4]1[CH:9]=[CH:8][CH:7]=[C:6]([CH3:10])[C:5]=1[S:11][C:12]1[CH:20]=[CH:19][CH:18]=[CH:17][C:13]=1[CH2:14][OH:15]. No catalyst specified. (5) The catalyst is CO. The product is [CH3:38][O:37][C:35](=[O:36])[C:34]1[CH:33]=[CH:32][C:31]([N:28]2[CH2:29][CH2:30][CH:25]([N:10]3[CH2:11][CH2:12][C@@H:8]([C:6]([NH:5][CH2:4][C:3](=[O:2])[NH:13][C:14]4[CH:19]=[CH:18][CH:17]=[C:16]([C:20]([F:23])([F:21])[F:22])[CH:15]=4)=[O:7])[CH2:9]3)[CH2:26][CH2:27]2)=[CH:40][CH:39]=1. The yield is 0.450. The reactants are Cl.[O:2]=[C:3]([NH:13][C:14]1[CH:19]=[CH:18][CH:17]=[C:16]([C:20]([F:23])([F:22])[F:21])[CH:15]=1)[CH2:4][NH:5][C:6]([C@@H:8]1[CH2:12][CH2:11][NH:10][CH2:9]1)=[O:7].O=[C:25]1[CH2:30][CH2:29][N:28]([C:31]2[CH:40]=[CH:39][C:34]([C:35]([O:37][CH3:38])=[O:36])=[CH:33][CH:32]=2)[CH2:27][CH2:26]1.[BH3-]C#N.[Na+]. (6) The reactants are [Si:1]([O:8][CH2:9][CH2:10][CH2:11][C@H:12]([C@@H:14]1[C@:31]2([CH3:32])[C@H:17]([C@H:18]3[C@H:28]([CH2:29][CH2:30]2)[C@:26]2([CH3:27])[C:21]([CH2:22][C@@H:23]([O:33][CH:34]4[CH2:39][CH2:38][CH2:37][CH2:36][O:35]4)[CH2:24][CH2:25]2)=[CH:20][C:19]3=[O:40])[CH2:16][CH2:15]1)[CH3:13])([C:4]([CH3:7])([CH3:6])[CH3:5])([CH3:3])[CH3:2]. The catalyst is CCOC(C)=O.[Pt](=O)=O. The product is [Si:1]([O:8][CH2:9][CH2:10][CH2:11][C@H:12]([C@@H:14]1[C@:31]2([CH3:32])[C@H:17]([C@H:18]3[C@H:28]([CH2:29][CH2:30]2)[C@:26]2([CH3:27])[C@H:21]([CH2:22][C@@H:23]([O:33][CH:34]4[CH2:39][CH2:38][CH2:37][CH2:36][O:35]4)[CH2:24][CH2:25]2)[CH2:20][C:19]3=[O:40])[CH2:16][CH2:15]1)[CH3:13])([C:4]([CH3:5])([CH3:6])[CH3:7])([CH3:3])[CH3:2]. The yield is 0.710.